This data is from Reaction yield outcomes from USPTO patents with 853,638 reactions. The task is: Predict the reaction yield, written as a fraction of the theoretical maximum amount of product (1.0 means a 100% yield; for example, 0.34 means a 34% yield). (1) The reactants are [Cl:1][C:2]1[C:3]([CH3:11])=[C:4]([CH:8]=[CH:9][CH:10]=1)[C:5]([OH:7])=[O:6].[CH:12](OC)(OC)OC. The catalyst is CO. The product is [CH3:12][O:6][C:5](=[O:7])[C:4]1[CH:8]=[CH:9][CH:10]=[C:2]([Cl:1])[C:3]=1[CH3:11]. The yield is 0.950. (2) The reactants are [CH3:1][N:2]1[C:7]([CH3:8])=[CH:6][C:5](=[O:9])[C:4]([O:10][CH2:11][C:12]2[CH:17]=[CH:16][CH:15]=[CH:14][CH:13]=2)=[C:3]1[CH2:18][N:19]1C(=O)C2=CC=CC=C2C1=O.O.Cl. The catalyst is CCO. The product is [CH3:1][N:2]1[C:7]([CH3:8])=[CH:6][C:5](=[O:9])[C:4]([O:10][CH2:11][C:12]2[CH:17]=[CH:16][CH:15]=[CH:14][CH:13]=2)=[C:3]1[CH2:18][NH2:19]. The yield is 0.920. (3) The yield is 0.850. The product is [NH2:1][C:4]1[CH:5]=[CH:6][C:7]([C:10]([CH3:16])([CH3:17])[C:11]([O:13][CH2:14][CH3:15])=[O:12])=[CH:8][CH:9]=1. The reactants are [N+:1]([C:4]1[CH:9]=[CH:8][C:7]([C:10]([CH3:17])([CH3:16])[C:11]([O:13][CH2:14][CH3:15])=[O:12])=[CH:6][CH:5]=1)([O-])=O.C([O-])=O.[K+]. The catalyst is CCO.O.[Pd]. (4) The reactants are C([O:4][CH2:5][C:6]1[C:11]([N:12]2[CH2:24][CH2:23][N:15]3[C:16]4[CH2:17][CH2:18][CH2:19][CH2:20][C:21]=4[CH:22]=[C:14]3[C:13]2=[O:25])=[CH:10][CH:9]=[CH:8][C:7]=1[C:26]1[CH:31]=[C:30]([NH:32][C:33]2[CH:44]=[C:36]3[CH2:37][N:38]([C:41](=[O:43])[CH3:42])[CH2:39][CH2:40][N:35]3[N:34]=2)[C:29](=[O:45])[N:28]([CH3:46])[CH:27]=1)(=O)C.[OH-].[Li+].C1COCC1.CC(O)C. The product is [C:41]([N:38]1[CH2:39][CH2:40][N:35]2[N:34]=[C:33]([NH:32][C:30]3[C:29](=[O:45])[N:28]([CH3:46])[CH:27]=[C:26]([C:7]4[C:6]([CH2:5][OH:4])=[C:11]([N:12]5[CH2:24][CH2:23][N:15]6[C:16]7[CH2:17][CH2:18][CH2:19][CH2:20][C:21]=7[CH:22]=[C:14]6[C:13]5=[O:25])[CH:10]=[CH:9][CH:8]=4)[CH:31]=3)[CH:44]=[C:36]2[CH2:37]1)(=[O:43])[CH3:42]. The yield is 0.630. The catalyst is CO.CCOCC.O.CCOC(C)=O. (5) The reactants are [Cl:1][C:2]1[CH:7]=[C:6](F)[CH:5]=[CH:4][C:3]=1[S:9]([C@H:12]1[CH2:16][N:15]([C:17]([O:19][C:20]([CH3:23])([CH3:22])[CH3:21])=[O:18])[C@H:14]([C:24]([O:26][CH3:27])=[O:25])[CH2:13]1)(=[O:11])=[O:10].[F:28][C:29]([F:33])([F:32])[CH2:30][OH:31].C(=O)([O-])[O-].[Cs+].[Cs+]. The catalyst is CN(C)C(=O)C. The product is [Cl:1][C:2]1[CH:7]=[C:6]([O:31][CH2:30][C:29]([F:33])([F:32])[F:28])[CH:5]=[CH:4][C:3]=1[S:9]([C@H:12]1[CH2:16][N:15]([C:17]([O:19][C:20]([CH3:21])([CH3:22])[CH3:23])=[O:18])[C@H:14]([C:24]([O:26][CH3:27])=[O:25])[CH2:13]1)(=[O:11])=[O:10]. The yield is 0.532. (6) The reactants are [NH:1]1[CH2:6][CH2:5][O:4][CH2:3][CH2:2]1.Cl[C:8]1[N:12]([CH3:13])[N:11]=[C:10]([CH2:14][CH3:15])[C:9]=1[CH:16]=[O:17]. The catalyst is CN(P(N(C)C)(N(C)C)=O)C.O. The product is [CH2:14]([C:10]1[C:9]([CH:16]=[O:17])=[C:8]([N:1]2[CH2:6][CH2:5][O:4][CH2:3][CH2:2]2)[N:12]([CH3:13])[N:11]=1)[CH3:15]. The yield is 0.826. (7) The reactants are [Br:1][C:2]1[CH:7]=[CH:6][C:5]([CH3:8])=[CH:4][C:3]=1[F:9].[N+:10]([O-])([O-:12])=[O:11].[K+]. The catalyst is OS(O)(=O)=O. The product is [Br:1][C:2]1[CH:7]=[C:6]([N+:10]([O-:12])=[O:11])[C:5]([CH3:8])=[CH:4][C:3]=1[F:9]. The yield is 1.00. (8) The reactants are [C:1]1([C@H:7]([NH2:9])[CH3:8])[CH:6]=[CH:5][CH:4]=[CH:3][CH:2]=1.C(N(CC)CC)C.[C:17](Cl)(=[O:25])[CH2:18][CH2:19][CH2:20][CH2:21][CH2:22][CH2:23][CH3:24]. The catalyst is C1(C)C=CC=CC=1. The product is [C:17]([NH:9][C@@H:7]([C:1]1[CH:6]=[CH:5][CH:4]=[CH:3][CH:2]=1)[CH3:8])(=[O:25])[CH2:18][CH2:19][CH2:20][CH2:21][CH2:22][CH2:23][CH3:24]. The yield is 0.970. (9) The reactants are CN(C)/[CH:3]=[CH:4]/[C:5]1[C:6]([N+:19]([O-])=O)=[CH:7][C:8]([N+:16]([O-])=O)=[C:9]([CH:15]=1)[C:10]([O:12][CH2:13][CH3:14])=[O:11].[H][H]. The catalyst is [Ni].CCO. The product is [NH2:16][C:8]1[CH:7]=[C:6]2[C:5]([CH:4]=[CH:3][NH:19]2)=[CH:15][C:9]=1[C:10]([O:12][CH2:13][CH3:14])=[O:11]. The yield is 0.300. (10) The product is [ClH:30].[CH3:1][N:2]([CH2:3][C:4]1[N:5]([CH3:13])[C:6]2[C:11]([CH:12]=1)=[CH:10][CH:9]=[CH:8][CH:7]=2)[C:48](=[O:49])/[CH:47]=[CH:46]/[C:43]1[CH:44]=[N:45][C:34]2[NH:33][C:32](=[O:31])[C@H:41]3[N:37]([CH2:38][CH2:39][CH2:40]3)[CH2:36][C:35]=2[CH:42]=1. The yield is 0.230. The catalyst is CO. The reactants are [CH3:1][NH:2][CH2:3][C:4]1[N:5]([CH3:13])[C:6]2[C:11]([CH:12]=1)=[CH:10][CH:9]=[CH:8][CH:7]=2.CNCC1C=CC2C(=CC=CC=2)C=1CCC.[ClH:30].[O:31]=[C:32]1[C@H:41]2[N:37]([CH2:38][CH2:39][CH2:40]2)[CH2:36][C:35]2[CH:42]=[C:43](/[CH:46]=[CH:47]/[C:48](O)=[O:49])[CH:44]=[N:45][C:34]=2[NH:33]1.Cl.CN1CC2C=C(/C=C/C(O)=O)C=NC=2NC(=O)C1.